From a dataset of Full USPTO retrosynthesis dataset with 1.9M reactions from patents (1976-2016). Predict the reactants needed to synthesize the given product. Given the product [F:1][C:2]1[CH:25]=[CH:24][C:23]([O:26][C:27]([F:30])([F:28])[F:29])=[CH:22][C:3]=1[CH2:4][O:5][C:6]1[CH:11]=[CH:10][C:9]([C:12]2([CH2:16][C:17]([OH:19])=[O:18])[CH2:15][O:14][CH2:13]2)=[CH:8][CH:7]=1, predict the reactants needed to synthesize it. The reactants are: [F:1][C:2]1[CH:25]=[CH:24][C:23]([O:26][C:27]([F:30])([F:29])[F:28])=[CH:22][C:3]=1[CH2:4][O:5][C:6]1[CH:11]=[CH:10][C:9]([C:12]2([CH2:16][C:17]([O:19]CC)=[O:18])[CH2:15][O:14][CH2:13]2)=[CH:8][CH:7]=1.